Dataset: Forward reaction prediction with 1.9M reactions from USPTO patents (1976-2016). Task: Predict the product of the given reaction. Given the reactants [N:1]1[C:6]2[NH:7][CH:8]=[C:9]([C:10]#[N:11])[C:5]=2[CH:4]=[N:3][CH:2]=1.[C:12]([C:16]1[CH:17]=[C:18]2[C:23](=[C:24]([F:26])[CH:25]=1)[C:22](=[O:27])[N:21]([C:28]1[C:36]3[CH2:35][O:34]B(O)[C:32]=3[CH:31]=[CH:30][CH:29]=1)[N:20]=[CH:19]2)([CH3:15])([CH3:14])[CH3:13].N1C=CC=CC=1.ClC(Cl)C, predict the reaction product. The product is: [C:12]([C:16]1[CH:17]=[C:18]2[C:23](=[C:24]([F:26])[CH:25]=1)[C:22](=[O:27])[N:21]([C:28]1[C:36]([CH2:35][OH:34])=[C:32]([N:7]3[C:6]4[N:1]=[CH:2][N:3]=[CH:4][C:5]=4[C:9]([C:10]#[N:11])=[CH:8]3)[CH:31]=[CH:30][CH:29]=1)[N:20]=[CH:19]2)([CH3:15])([CH3:13])[CH3:14].